Dataset: Full USPTO retrosynthesis dataset with 1.9M reactions from patents (1976-2016). Task: Predict the reactants needed to synthesize the given product. (1) The reactants are: [Cl:1][C:2]1[CH:7]=[C:6]([Cl:8])[CH:5]=[CH:4][C:3]=1[S:9][C:10]1[NH:11][C:12]2[C:17]([N:18]=1)=[C:16]([NH2:19])[N:15]=[CH:14][N:13]=2.C([O-])([O-])=O.[Cs+].[Cs+].[Br:26][CH2:27][CH:28](Br)C. Given the product [Br:26][CH2:27][CH2:28][N:11]1[C:10]([S:9][C:3]2[CH:4]=[CH:5][C:6]([Cl:8])=[CH:7][C:2]=2[Cl:1])=[N:18][C:17]2[C:12]1=[N:13][CH:14]=[N:15][C:16]=2[NH2:19], predict the reactants needed to synthesize it. (2) Given the product [Br:33][C:31]1[CH:30]=[CH:29][CH:28]=[C:27]([CH:32]=1)[C:26]([N:25]([C@@H:4]([CH2:5][C:6]1[CH:7]=[CH:8][C:9]([C:12]2[CH:17]=[CH:16][CH:15]=[CH:14][C:13]=2[O:18][C:19]2[CH:20]=[CH:21][CH:22]=[CH:23][CH:24]=2)=[CH:10][CH:11]=1)[C:3]([OH:2])=[O:36])[NH:46][C:43](=[O:44])[CH2:42][CH:37]1[CH2:41][CH2:40][CH2:39][CH2:38]1)=[O:35], predict the reactants needed to synthesize it. The reactants are: C[O:2][C:3](=[O:36])[C@@H:4]([NH:25][C:26](=[O:35])[C:27]1[CH:32]=[C:31]([Br:33])[CH:30]=[CH:29][C:28]=1N)[CH2:5][C:6]1[CH:11]=[CH:10][C:9]([C:12]2[CH:17]=[CH:16][CH:15]=[CH:14][C:13]=2[O:18][C:19]2[CH:24]=[CH:23][CH:22]=[CH:21][CH:20]=2)=[CH:8][CH:7]=1.[CH:37]1([CH2:42][C:43](Cl)=[O:44])[CH2:41][CH2:40][CH2:39][CH2:38]1.[N:46]1C=CC=CC=1. (3) Given the product [CH3:1][C@@:2]1([CH2:13][N:14]2[CH2:15][CH2:16][N:17]([C:20]([O:22][CH2:52][C:51]3[CH:50]=[CH:49][C:48]([C:47]([F:46])([F:56])[F:57])=[CH:55][CH:54]=3)=[O:21])[CH2:18][CH2:19]2)[O:6][C:5]2=[N:7][C:8]([N+:10]([O-:12])=[O:11])=[CH:9][N:4]2[CH2:3]1, predict the reactants needed to synthesize it. The reactants are: [CH3:1][C@@:2]1([CH2:13][N:14]2[CH2:19][CH2:18][N:17]([C:20]([O:22]C(C)(C)C)=[O:21])[CH2:16][CH2:15]2)[O:6][C:5]2=[N:7][C:8]([N+:10]([O-:12])=[O:11])=[CH:9][N:4]2[CH2:3]1.FC(F)(F)C(O)=O.C(N1C=CN=C1)(N1C=CN=C1)=O.[F:46][C:47]([F:57])([F:56])[C:48]1[CH:55]=[CH:54][C:51]([CH2:52]O)=[CH:50][CH:49]=1. (4) Given the product [F:58][C:55]([F:56])([F:57])[C:53]1[CH:52]=[C:51]([C:59]2[N:64]=[C:63]([CH3:65])[C:62]([C:66]([N:68]3[CH2:69][CH2:70][CH:71]([N:74]4[CH2:78][CH2:77][CH2:76][C@H:75]4[CH2:93][O:94][C:95](=[O:102])[C:96]4[CH:101]=[CH:100][CH:99]=[CH:98][CH:97]=4)[CH2:72][CH2:73]3)=[O:67])=[C:61]([CH3:79])[N:60]=2)[CH:50]=[C:49]([C:48]([F:47])([F:80])[F:81])[CH:54]=1, predict the reactants needed to synthesize it. The reactants are: BrC1C=C(C)C(C(N2CCC(N3CCCC3)CC2)=O)=C(C)C=1.BrC1C=C(C)C(C(N2CCC(N3CCC[C@H]3CO)CC2)=O)=C(C)C=1.[F:47][C:48]([F:81])([F:80])[C:49]1[CH:50]=[C:51]([C:59]2[N:64]=[C:63]([CH3:65])[C:62]([C:66]([N:68]3[CH2:73][CH2:72][CH:71]([N:74]4[CH2:78][CH2:77][CH2:76][CH2:75]4)[CH2:70][CH2:69]3)=[O:67])=[C:61]([CH3:79])[N:60]=2)[CH:52]=[C:53]([C:55]([F:58])([F:57])[F:56])[CH:54]=1.N1CCC(N2CCC[C@H]2[CH2:93][O:94][C:95](=[O:102])[C:96]2[CH:101]=[CH:100][CH:99]=[CH:98][CH:97]=2)CC1. (5) Given the product [C:7]([C:11]1[N:15]([CH2:16][C:17]2[CH:22]=[CH:21][C:20]([NH2:23])=[C:19]([CH3:26])[CH:18]=2)[N:14]=[C:13]([C:27]([F:32])([F:33])[C:28]([F:31])([F:29])[F:30])[N:12]=1)([CH3:10])([CH3:8])[CH3:9], predict the reactants needed to synthesize it. The reactants are: O.O.[Sn](Cl)Cl.Cl.[C:7]([C:11]1(O)[N:15]([CH2:16][C:17]2[CH:22]=[CH:21][C:20]([N+:23]([O-])=O)=[C:19]([CH3:26])[CH:18]=2)[N:14]=[C:13]([C:27]([F:33])([F:32])[C:28]([F:31])([F:30])[F:29])[NH:12]1)([CH3:10])([CH3:9])[CH3:8].[OH-].[Na+]. (6) Given the product [CH2:21]([C:19]1[S:18][C:16]2[N:17]=[C:12]([N:8]3[CH2:9][CH2:10][CH2:11][CH:6]([C:4]([OH:5])=[O:3])[CH2:7]3)[N:13]=[C:14]([N:24]3[CH2:29][CH2:28][N:27]4[C:30]([C:33]([F:34])([F:36])[F:35])=[N:31][N:32]=[C:26]4[CH2:25]3)[C:15]=2[CH:20]=1)[CH2:22][CH3:23], predict the reactants needed to synthesize it. The reactants are: C([O:3][C:4]([CH:6]1[CH2:11][CH2:10][CH2:9][N:8]([C:12]2[N:13]=[C:14]([N:24]3[CH2:29][CH2:28][N:27]4[C:30]([C:33]([F:36])([F:35])[F:34])=[N:31][N:32]=[C:26]4[CH2:25]3)[C:15]3[CH:20]=[C:19]([CH2:21][CH2:22][CH3:23])[S:18][C:16]=3[N:17]=2)[CH2:7]1)=[O:5])C.CO.[OH-].[Na+].Cl.